Dataset: Peptide-MHC class I binding affinity with 185,985 pairs from IEDB/IMGT. Task: Regression. Given a peptide amino acid sequence and an MHC pseudo amino acid sequence, predict their binding affinity value. This is MHC class I binding data. (1) The peptide sequence is MQGKDFNHL. The MHC is HLA-A02:06 with pseudo-sequence HLA-A02:06. The binding affinity (normalized) is 0.797. (2) The peptide sequence is NHDGIQAGV. The MHC is HLA-B27:03 with pseudo-sequence HLA-B27:03. The binding affinity (normalized) is 0.0847. (3) The peptide sequence is ATFRLECPY. The MHC is HLA-A26:01 with pseudo-sequence HLA-A26:01. The binding affinity (normalized) is 0.352.